From a dataset of Full USPTO retrosynthesis dataset with 1.9M reactions from patents (1976-2016). Predict the reactants needed to synthesize the given product. (1) Given the product [CH3:16][C:15]1[N:14]([C:17]2[CH:22]=[CH:21][C:20]([C:23]([F:26])([F:25])[F:24])=[CH:19][N:18]=2)[N:13]=[CH:12][C:11]=1[C:9]([NH:8][C:5]1[CH:4]=[N:3][C:2]([C:35]2[CH2:40][CH2:39][CH:38]([N:41]3[CH2:42][CH2:43][O:44][CH2:45][CH2:46]3)[CH2:37][CH:36]=2)=[CH:7][N:6]=1)=[O:10], predict the reactants needed to synthesize it. The reactants are: Br[C:2]1[N:3]=[CH:4][C:5]([NH:8][C:9]([C:11]2[CH:12]=[N:13][N:14]([C:17]3[CH:22]=[CH:21][C:20]([C:23]([F:26])([F:25])[F:24])=[CH:19][N:18]=3)[C:15]=2[CH3:16])=[O:10])=[N:6][CH:7]=1.CC1(C)C(C)(C)OB([C:35]2[CH2:40][CH2:39][CH:38]([N:41]3[CH2:46][CH2:45][O:44][CH2:43][CH2:42]3)[CH2:37][CH:36]=2)O1.C(=O)([O-])[O-].[Na+].[Na+].CN(C)C=O. (2) Given the product [CH2:24]([O:1][C:2]1[CH:17]=[CH:16][C:5]([CH2:6][CH2:7][NH:8][C:9](=[O:15])[O:10][C:11]([CH3:14])([CH3:12])[CH3:13])=[CH:4][CH:3]=1)[C:25]1[CH:30]=[CH:29][CH:28]=[CH:27][CH:26]=1, predict the reactants needed to synthesize it. The reactants are: [OH:1][C:2]1[CH:17]=[CH:16][C:5]([CH2:6][CH2:7][NH:8][C:9](=[O:15])[O:10][C:11]([CH3:14])([CH3:13])[CH3:12])=[CH:4][CH:3]=1.C(=O)([O-])[O-].[K+].[K+].[CH2:24](Br)[C:25]1[CH:30]=[CH:29][CH:28]=[CH:27][CH:26]=1.